Predict which catalyst facilitates the given reaction. From a dataset of Catalyst prediction with 721,799 reactions and 888 catalyst types from USPTO. Reactant: Br[C:2]1[CH:7]=[CH:6][CH:5]=[C:4]([Si:8]([CH3:11])([CH3:10])[CH3:9])[CH:3]=1.[Li]CCCC.CN([CH:20]=[O:21])C.Cl. Product: [CH3:9][Si:8]([CH3:11])([CH3:10])[C:4]1[CH:3]=[C:2]([CH:7]=[CH:6][CH:5]=1)[CH:20]=[O:21]. The catalyst class is: 316.